This data is from Forward reaction prediction with 1.9M reactions from USPTO patents (1976-2016). The task is: Predict the product of the given reaction. (1) Given the reactants [CH2:1]([O:8][C:9]1[CH:10]=[C:11]2[C:16](=[CH:17][CH:18]=1)[N:15]=[C:14]([C@H:19]([CH3:22])[CH2:20][OH:21])[N:13]=[CH:12]2)[CH2:2][CH2:3][CH2:4][CH2:5][CH2:6][CH3:7].C(Cl)Cl.ClC(Cl)(Cl)[C:28]([N:30]=C=O)=[O:29].CO.C(=O)([O-])[O-].[K+].[K+].O, predict the reaction product. The product is: [C:28](=[O:29])([O:21][CH2:20][C@H:19]([C:14]1[N:13]=[CH:12][C:11]2[C:16](=[CH:17][CH:18]=[C:9]([O:8][CH2:1][CH2:2][CH2:3][CH2:4][CH2:5][CH2:6][CH3:7])[CH:10]=2)[N:15]=1)[CH3:22])[NH2:30]. (2) Given the reactants [N:1]1[N:2]([C:11]2[CH:19]=[CH:18][C:14]([C:15]([NH2:17])=[O:16])=[CH:13][CH:12]=2)[CH:3]=[C:4]2[CH2:10][CH2:9][NH:8][CH2:7][CH2:6][C:5]=12.[CH3:20][CH:21]([CH3:24])[CH:22]=O.C(O[BH-](OC(=O)C)OC(=O)C)(=O)C.[Na+], predict the reaction product. The product is: [CH3:20][CH:21]([CH3:24])[CH2:22][N:8]1[CH2:9][CH2:10][C:4]2=[CH:3][N:2]([C:11]3[CH:19]=[CH:18][C:14]([C:15]([NH2:17])=[O:16])=[CH:13][CH:12]=3)[N:1]=[C:5]2[CH2:6][CH2:7]1.